Dataset: Forward reaction prediction with 1.9M reactions from USPTO patents (1976-2016). Task: Predict the product of the given reaction. (1) Given the reactants [CH3:1][NH:2][C:3]([N:5]1[C:13]2[C:8](=[CH:9][C:10]([O:14][C:15]3[CH:20]=[CH:19][N:18]=[C:17]([N:21](C(OC4C=CC=CC=4)=O)[C:22](=[O:30])OC4C=CC=CC=4)[CH:16]=3)=[CH:11][CH:12]=2)[CH:7]=[CH:6]1)=[O:4].C(N(CC)CC)C.O.Cl.[NH:49]1[CH2:54][CH2:53][C:52](=[O:55])[CH2:51][CH2:50]1, predict the reaction product. The product is: [CH3:1][NH:2][C:3]([N:5]1[C:13]2[C:8](=[CH:9][C:10]([O:14][C:15]3[CH:20]=[CH:19][N:18]=[C:17]([NH:21][C:22]([N:49]4[CH2:54][CH2:53][C:52](=[O:55])[CH2:51][CH2:50]4)=[O:30])[CH:16]=3)=[CH:11][CH:12]=2)[CH:7]=[CH:6]1)=[O:4]. (2) Given the reactants C(O[C:4](=[C:11]1[C:19]2[C:14](=[CH:15][CH:16]=[CH:17][CH:18]=2)[NH:13][C:12]1=[O:20])[C:5]1[CH:10]=[CH:9][CH:8]=[CH:7][CH:6]=1)C.[C:21]([NH:25][C:26]1[CH:32]=[CH:31][C:29]([NH2:30])=[CH:28][CH:27]=1)(=[O:24])[CH2:22][CH3:23], predict the reaction product. The product is: [C:21]([NH:25][C:26]1[CH:32]=[CH:31][C:29]([NH:30]/[C:4](=[C:11]2\[C:12](=[O:20])[NH:13][C:14]3[C:19]\2=[CH:18][CH:17]=[CH:16][CH:15]=3)/[C:5]2[CH:6]=[CH:7][CH:8]=[CH:9][CH:10]=2)=[CH:28][CH:27]=1)(=[O:24])[CH2:22][CH3:23]. (3) Given the reactants [Cl:1][C:2]1[CH:3]=[N:4][C:5]2[N:6]([N:8]=[C:9]([C:11]([OH:13])=O)[CH:10]=2)[CH:7]=1.[CH3:14][N:15]1[C:20]2[CH:21]=[CH:22][O:23][C:19]=2[CH2:18][CH2:17][NH:16]1, predict the reaction product. The product is: [Cl:1][C:2]1[CH:3]=[N:4][C:5]2[N:6]([N:8]=[C:9]([C:11]([N:16]3[CH2:17][CH2:18][C:19]4[O:23][CH:22]=[CH:21][C:20]=4[N:15]3[CH3:14])=[O:13])[CH:10]=2)[CH:7]=1. (4) Given the reactants [NH4+:1].[Cl-].C[Al](C)C.[Si:7]([O:24][CH2:25][CH2:26][C:27]#[N:28])([C:20]([CH3:23])([CH3:22])[CH3:21])([C:14]1[CH:19]=[CH:18][CH:17]=[CH:16][CH:15]=1)[C:8]1[CH:13]=[CH:12][CH:11]=[CH:10][CH:9]=1.C(Cl)Cl, predict the reaction product. The product is: [Si:7]([O:24][CH2:25][CH2:26][C:27]([NH2:1])=[NH:28])([C:20]([CH3:22])([CH3:23])[CH3:21])([C:14]1[CH:15]=[CH:16][CH:17]=[CH:18][CH:19]=1)[C:8]1[CH:9]=[CH:10][CH:11]=[CH:12][CH:13]=1.